This data is from Forward reaction prediction with 1.9M reactions from USPTO patents (1976-2016). The task is: Predict the product of the given reaction. Given the reactants [H-].[H-].[H-].[H-].[Li+].[Al+3].II.N#N.[Cl:11][C:12]1[CH:13]=[C:14]([NH:20][S:21]([CH3:24])(=[O:23])=[O:22])[CH:15]=[CH:16][C:17]=1[C:18]#[N:19], predict the reaction product. The product is: [NH2:19][CH2:18][C:17]1[CH:16]=[CH:15][C:14]([NH:20][S:21]([CH3:24])(=[O:23])=[O:22])=[CH:13][C:12]=1[Cl:11].